Dataset: CYP2C19 inhibition data for predicting drug metabolism from PubChem BioAssay. Task: Regression/Classification. Given a drug SMILES string, predict its absorption, distribution, metabolism, or excretion properties. Task type varies by dataset: regression for continuous measurements (e.g., permeability, clearance, half-life) or binary classification for categorical outcomes (e.g., BBB penetration, CYP inhibition). Dataset: cyp2c19_veith. (1) The compound is O=S(=O)(NCc1cc(-c2ccc(Cl)cc2)no1)c1ccc(Cl)cc1. The result is 1 (inhibitor). (2) The compound is Cc1ccc(C(=O)Nc2ccccc2-c2ccccc2)cc1S(=O)(=O)Nc1cccc(C)c1C. The result is 1 (inhibitor). (3) The molecule is COC(=O)C1(S(=O)(=O)c2ccc(C)cc2)CCOCC1. The result is 1 (inhibitor). (4) The drug is O=S(=O)(NCc1cc(-c2ccccc2Cl)no1)c1ccccc1. The result is 1 (inhibitor). (5) The result is 1 (inhibitor). The drug is COc1ccc2[nH]cc(CCNc3ncncc3-c3c(C)noc3C)c2c1. (6) The compound is CC1(C)OC[C@@H]([C@H]2O[C@H](On3nnc4ccc(Cl)cc43)[C@@H]3OC(C)(C)O[C@H]23)O1. The result is 0 (non-inhibitor). (7) The drug is CCOc1cc(CNc2ccc(OC)cc2)cc(Br)c1OCC(=O)NC(C)(C)C. The result is 1 (inhibitor).